From a dataset of Forward reaction prediction with 1.9M reactions from USPTO patents (1976-2016). Predict the product of the given reaction. (1) Given the reactants Br[C:2]1[CH:7]=[CH:6][CH:5]=[CH:4][C:3]=1[CH:8]([O:12]CC)OCC.C([Li])CCC.Cl[Si:21]([CH3:29])([CH3:28])[C:22]1[CH:27]=[CH:26][CH:25]=[CH:24][CH:23]=1.Cl, predict the reaction product. The product is: [CH3:28][Si:21]([CH3:29])([C:22]1[CH:27]=[CH:26][CH:25]=[CH:24][CH:23]=1)[C:2]1[CH:7]=[CH:6][CH:5]=[CH:4][C:3]=1[CH:8]=[O:12]. (2) The product is: [F:1][C:2]1[CH:7]=[CH:6][C:5]([NH:8][C:18]2[N:23]=[CH:22][C:21]3=[CH:24][CH:25]=[C:26]([C:27]4[CH:32]=[CH:31][CH:30]=[CH:29][C:28]=4[N:33]([CH3:38])[S:34]([CH3:37])(=[O:36])=[O:35])[N:20]3[N:19]=2)=[CH:4][C:3]=1[N:9]1[CH2:10][CH2:11][O:12][CH2:13][CH2:14]1. Given the reactants [F:1][C:2]1[CH:7]=[CH:6][C:5]([NH2:8])=[CH:4][C:3]=1[N:9]1[CH2:14][CH2:13][O:12][CH2:11][CH2:10]1.CS([C:18]1[N:23]=[CH:22][C:21]2=[CH:24][CH:25]=[C:26]([C:27]3[CH:32]=[CH:31][CH:30]=[CH:29][C:28]=3[N:33]([CH3:38])[S:34]([CH3:37])(=[O:36])=[O:35])[N:20]2[N:19]=1)=O.C(N(CC)C(C)C)(C)C.COCC(O)C, predict the reaction product. (3) Given the reactants [CH3:1][O:2][C:3]1[C:4]([CH3:22])=[C:5]([C:13]([C:15]2[CH:16]=[N:17][N:18]([CH3:21])[C:19]=2[OH:20])=[O:14])[CH:6]=[CH:7][C:8]=1[S:9]([CH3:12])(=[O:11])=[O:10].C(N(CC)CC)C.[CH3:30][CH2:31][S:32][C:33](Cl)=[O:34].C(OCC)(=O)C, predict the reaction product. The product is: [CH3:1][O:2][C:3]1[C:4]([CH3:22])=[C:5]([C:13]([C:15]2[CH:16]=[N:17][N:18]([CH3:21])[C:19]=2[O:20][C:33]([S:32][CH2:31][CH3:30])=[O:34])=[O:14])[CH:6]=[CH:7][C:8]=1[S:9]([CH3:12])(=[O:10])=[O:11].